Dataset: NCI-60 drug combinations with 297,098 pairs across 59 cell lines. Task: Regression. Given two drug SMILES strings and cell line genomic features, predict the synergy score measuring deviation from expected non-interaction effect. (1) Drug 1: CCC1(CC2CC(C3=C(CCN(C2)C1)C4=CC=CC=C4N3)(C5=C(C=C6C(=C5)C78CCN9C7C(C=CC9)(C(C(C8N6C=O)(C(=O)OC)O)OC(=O)C)CC)OC)C(=O)OC)O.OS(=O)(=O)O. Drug 2: C(CCl)NC(=O)N(CCCl)N=O. Cell line: MCF7. Synergy scores: CSS=-4.31, Synergy_ZIP=-2.37, Synergy_Bliss=-6.24, Synergy_Loewe=-19.9, Synergy_HSA=-8.19. (2) Drug 1: CCCS(=O)(=O)NC1=C(C(=C(C=C1)F)C(=O)C2=CNC3=C2C=C(C=N3)C4=CC=C(C=C4)Cl)F. Drug 2: CC1=CC2C(CCC3(C2CCC3(C(=O)C)OC(=O)C)C)C4(C1=CC(=O)CC4)C. Cell line: SK-MEL-5. Synergy scores: CSS=33.0, Synergy_ZIP=12.8, Synergy_Bliss=10.9, Synergy_Loewe=-24.2, Synergy_HSA=3.34. (3) Drug 1: CS(=O)(=O)CCNCC1=CC=C(O1)C2=CC3=C(C=C2)N=CN=C3NC4=CC(=C(C=C4)OCC5=CC(=CC=C5)F)Cl. Drug 2: CN(C(=O)NC(C=O)C(C(C(CO)O)O)O)N=O. Cell line: SF-268. Synergy scores: CSS=1.06, Synergy_ZIP=-2.78, Synergy_Bliss=-1.67, Synergy_Loewe=-1.31, Synergy_HSA=-1.31. (4) Drug 1: COC1=C(C=C2C(=C1)N=CN=C2NC3=CC(=C(C=C3)F)Cl)OCCCN4CCOCC4. Drug 2: C(=O)(N)NO. Cell line: TK-10. Synergy scores: CSS=30.1, Synergy_ZIP=0.163, Synergy_Bliss=-0.670, Synergy_Loewe=-12.2, Synergy_HSA=0.608.